Dataset: Reaction yield outcomes from USPTO patents with 853,638 reactions. Task: Predict the reaction yield, written as a fraction of the theoretical maximum amount of product (1.0 means a 100% yield; for example, 0.34 means a 34% yield). (1) The reactants are [CH:1]1([C:4]2[NH:8][N:7]=[C:6]([NH:9][C:10]3[C:19]4[C:14](=[CH:15][CH:16]=[CH:17][CH:18]=4)[N:13]=[C:12](Cl)[N:11]=3)[CH:5]=2)[CH2:3][CH2:2]1.[CH3:21][CH:22]1[CH2:27][CH2:26][NH:25][CH2:24][CH2:23]1.C(=O)([O-])[O-].[K+].[K+]. The catalyst is C(O)(C)(C)C. The product is [CH:1]1([C:4]2[CH:5]=[C:6]([NH:9][C:10]3[C:19]4[C:14](=[CH:15][CH:16]=[CH:17][CH:18]=4)[N:13]=[C:12]([N:25]4[CH2:26][CH2:27][CH:22]([CH3:21])[CH2:23][CH2:24]4)[N:11]=3)[NH:7][N:8]=2)[CH2:3][CH2:2]1. The yield is 0.850. (2) The reactants are Br[CH2:2][C:3]1[CH:12]=[CH:11][C:10]2[C:5](=[CH:6][CH:7]=[CH:8][CH:9]=2)[CH:4]=1.[CH3:13][C:14]1([CH3:28])[C:18]([CH3:20])([CH3:19])[O:17][B:16]([C:21]2[CH:26]=[CH:25][C:24]([OH:27])=[CH:23][CH:22]=2)[O:15]1. No catalyst specified. The product is [CH3:19][C:18]1([CH3:20])[C:14]([CH3:13])([CH3:28])[O:15][B:16]([C:21]2[CH:26]=[CH:25][C:24]([O:27][CH2:2][C:3]3[CH:12]=[CH:11][C:10]4[C:5](=[CH:6][CH:7]=[CH:8][CH:9]=4)[CH:4]=3)=[CH:23][CH:22]=2)[O:17]1. The yield is 0.850.